From a dataset of Reaction yield outcomes from USPTO patents with 853,638 reactions. Predict the reaction yield, written as a fraction of the theoretical maximum amount of product (1.0 means a 100% yield; for example, 0.34 means a 34% yield). (1) The reactants are [Cl:1][C:2]1[CH:7]=[C:6]([F:8])[CH:5]=[CH:4][C:3]=1[N:9]1[CH2:14][CH2:13][N:12]([CH2:15][CH2:16][CH2:17][CH:18]=[CH:19][C:20]2[N:29]=[C:28]3[C:23]([CH2:24][CH2:25][C:26](=[O:30])[NH:27]3)=[CH:22][CH:21]=2)[CH2:11][CH2:10]1.CCOCC. The catalyst is C1COCC1.[Ni]. The product is [Cl:1][C:2]1[CH:7]=[C:6]([F:8])[CH:5]=[CH:4][C:3]=1[N:9]1[CH2:10][CH2:11][N:12]([CH2:15][CH2:16][CH2:17][CH2:18][CH2:19][C:20]2[N:29]=[C:28]3[C:23]([CH2:24][CH2:25][C:26](=[O:30])[NH:27]3)=[CH:22][CH:21]=2)[CH2:13][CH2:14]1. The yield is 0.800. (2) The product is [CH:1]1([CH2:4][O:5][NH:6][C:7]([C:9]2[C:24]([NH:25][C:26]3[CH:31]=[CH:30][C:29]([Br:32])=[CH:28][C:27]=3[CH3:33])=[C:23]([F:34])[C:12]3[N:13]=[CH:14][N:15]([CH2:16][CH2:17][CH2:18][CH:19]=[O:22])[C:11]=3[CH:10]=2)=[O:8])[CH2:3][CH2:2]1. The yield is 0.820. The reactants are [CH:1]1([CH2:4][O:5][NH:6][C:7]([C:9]2[C:24]([NH:25][C:26]3[CH:31]=[CH:30][C:29]([Br:32])=[CH:28][C:27]=3[CH3:33])=[C:23]([F:34])[C:12]3[N:13]=[CH:14][N:15]([CH2:16][CH2:17][CH2:18][CH:19]([OH:22])CO)[C:11]=3[CH:10]=2)=[O:8])[CH2:3][CH2:2]1.C1COCC1.P([O-])([O-])([O-])=O.I([O-])(=O)(=O)=O.[Na+]. The catalyst is C(OCC)(=O)C. (3) The reactants are [C@H:1]1([NH:10][C:11]2[CH:20]=[CH:19][C:18]3[C:17]([C:21]#[N:22])=[CH:16][CH:15]=[CH:14][C:13]=3[N:12]=2)[C:9]2[C:4](=[CH:5][CH:6]=[CH:7][CH:8]=2)[CH2:3][CH2:2]1.Cl.[NH2:24][OH:25].C(=O)([O-])[O-].[Na+].[Na+]. The catalyst is C(O)C.O. The product is [OH:25][NH:24][C:21]([C:17]1[C:18]2[CH:19]=[CH:20][C:11]([NH:10][C@H:1]3[C:9]4[C:4](=[CH:5][CH:6]=[CH:7][CH:8]=4)[CH2:3][CH2:2]3)=[N:12][C:13]=2[CH:14]=[CH:15][CH:16]=1)=[NH:22]. The yield is 0.790. (4) The reactants are [NH:1]1[CH2:6][CH2:5][O:4][CH2:3][C@H:2]1[C:7]1[NH:8][C:9]([C:12]2[CH:17]=[CH:16][C:15]([C:18]3[CH:23]=[CH:22][C:21]([C:24]4[NH:28][C:27]([C@@H:29]5[CH2:41][N:39]6[C:40]7[CH:32]([C@@H:33]([NH:42][C:43](=[O:46])[O:44][CH3:45])[CH2:34][CH2:35][C:36]=7[CH:37]=[CH:38]6)[C:31](=[O:47])[CH2:30]5)=[N:26][CH:25]=4)=[CH:20][CH:19]=3)=[CH:14][CH:13]=2)=[CH:10][N:11]=1.[CH3:48][O:49][C:50]([NH:52][C@H:53]([C:57]1[CH:62]=[CH:61][CH:60]=[CH:59][CH:58]=1)[C:54](O)=[O:55])=[O:51].CCN(C(C)C)C(C)C.CN(C(ON1N=NC2C=CC=NC1=2)=[N+](C)C)C.F[P-](F)(F)(F)(F)F. The catalyst is CN(C=O)C. The product is [CH3:45][O:44][C:43](=[O:46])[NH:42][C@@H:33]1[CH:32]2[C:31](=[O:47])[CH2:30][C@H:29]([C:27]3[NH:28][C:24]([C:21]4[CH:22]=[CH:23][C:18]([C:15]5[CH:14]=[CH:13][C:12]([C:9]6[NH:8][C:7]([C@@H:2]7[CH2:3][O:4][CH2:5][CH2:6][N:1]7[C:54](=[O:55])[C@H:53]([NH:52][C:50]([O:49][CH3:48])=[O:51])[C:57]7[CH:62]=[CH:61][CH:60]=[CH:59][CH:58]=7)=[N:11][CH:10]=6)=[CH:17][CH:16]=5)=[CH:19][CH:20]=4)=[CH:25][N:26]=3)[CH2:41][N:39]3[C:40]2=[C:36]([CH:37]=[CH:38]3)[CH2:35][CH2:34]1. The yield is 0.484. (5) The reactants are C(OC([N:8]1[CH2:13][CH2:12][CH:11]([C:14]2[N:35]=[CH:34][C:17]3[C:18]4[N:22]([CH2:23][CH2:24][O:25][C:16]=3[CH:15]=2)[CH:21]=[C:20]([C:26]2[N:27]([CH:31]([CH3:33])[CH3:32])[N:28]=[CH:29][N:30]=2)[N:19]=4)[CH2:10][CH2:9]1)=O)(C)(C)C.[ClH:36]. The catalyst is C(Cl)Cl.CO.O1CCOCC1. The product is [ClH:36].[CH:31]([N:27]1[C:26]([C:20]2[N:19]=[C:18]3[N:22]([CH2:23][CH2:24][O:25][C:16]4[CH:15]=[C:14]([CH:11]5[CH2:12][CH2:13][NH:8][CH2:9][CH2:10]5)[N:35]=[CH:34][C:17]=43)[CH:21]=2)=[N:30][CH:29]=[N:28]1)([CH3:33])[CH3:32]. The yield is 1.00. (6) The reactants are [CH3:1][N:2]([C:10]1[CH:19]=[CH:18][C:13]2[O:14][CH2:15][CH2:16][O:17][C:12]=2[C:11]=1[N+:20]([O-:22])=[O:21])C(=O)OC(C)(C)C. The catalyst is Cl.CCOCC. The product is [CH3:1][NH:2][C:10]1[CH:19]=[CH:18][C:13]2[O:14][CH2:15][CH2:16][O:17][C:12]=2[C:11]=1[N+:20]([O-:22])=[O:21]. The yield is 0.950.